From a dataset of Forward reaction prediction with 1.9M reactions from USPTO patents (1976-2016). Predict the product of the given reaction. The product is: [C:1]1(=[O:6])[O:5][CH2:4][CH2:3][O:2]1.[C:7](=[O:14])([O:8][CH2:9][CH3:12])[O:11][CH3:10]. Given the reactants [C:1]1(=[O:6])[O:5][CH:4]=[CH:3][O:2]1.[C:7]1(=[O:14])[O:11][CH2:10][CH:9]([CH:12]=C)[O:8]1.FC1C=CC=CC=1, predict the reaction product.